From a dataset of Peptide-MHC class II binding affinity with 134,281 pairs from IEDB. Regression. Given a peptide amino acid sequence and an MHC pseudo amino acid sequence, predict their binding affinity value. This is MHC class II binding data. (1) The peptide sequence is VTKKEEPVNIEAEPP. The MHC is DRB1_1101 with pseudo-sequence DRB1_1101. The binding affinity (normalized) is 0.0238. (2) The peptide sequence is ARRRRASEAPPTSHR. The MHC is HLA-DPA10301-DPB10402 with pseudo-sequence HLA-DPA10301-DPB10402. The binding affinity (normalized) is 0.0368. (3) The peptide sequence is AASLLDEDMDALEEA. The MHC is DRB1_0901 with pseudo-sequence DRB1_0901. The binding affinity (normalized) is 0.191. (4) The peptide sequence is TVMPLLCGIGCAMLH. The MHC is DRB4_0103 with pseudo-sequence DRB4_0103. The binding affinity (normalized) is 0.338. (5) The MHC is DRB1_0101 with pseudo-sequence DRB1_0101. The binding affinity (normalized) is 0.622. The peptide sequence is GLWPYLKATKQIINF. (6) The peptide sequence is GNCTTNILEAKYWCP. The MHC is DRB5_0101 with pseudo-sequence DRB5_0101. The binding affinity (normalized) is 0.427.